The task is: Predict which catalyst facilitates the given reaction.. This data is from Catalyst prediction with 721,799 reactions and 888 catalyst types from USPTO. (1) Reactant: Cl.[NH2:2][C:3]1[CH:11]=[C:10]([C@H:12]([NH:15][C:16]([N:18]2[C:24](=[O:25])[C@@H:23]([CH2:26][C:27]3[CH:32]=[C:31]([Cl:33])[CH:30]=[CH:29][C:28]=3[O:34][CH3:35])[CH2:22][NH:21][C:20](=[O:36])[CH2:19]2)=[O:17])[CH2:13][CH3:14])[CH:9]=[CH:8][C:4]=1[C:5]([OH:7])=[O:6]. Product: [NH2:2][C:3]1[CH:11]=[C:10]([C@H:12]([NH:15][C:16]([N:18]2[C:24](=[O:25])[C@@H:23]([CH2:26][C:27]3[CH:32]=[C:31]([Cl:33])[CH:30]=[CH:29][C:28]=3[O:34][CH3:35])[CH2:22][NH:21][C:20](=[O:36])[CH2:19]2)=[O:17])[CH2:13][CH3:14])[CH:9]=[CH:8][C:4]=1[C:5]([OH:7])=[O:6]. The catalyst class is: 41. (2) The catalyst class is: 4. Product: [N:1]1[CH:6]=[CH:5][CH:4]=[CH:3][C:2]=1[C:7]([O-:9])=[O:8].[Ir+3:10].[C:14]1([C:20]2[S:21][C:22]3[CH:28]=[CH:27][CH:26]=[CH:25][C:23]=3[N:24]=2)[CH:15]=[CH:16][CH:17]=[CH:18][CH:19]=1.[C:14]1([C:20]2[S:21][C:22]3[CH:28]=[CH:27][CH:26]=[CH:25][C:23]=3[N:24]=2)[CH:15]=[CH:16][CH:17]=[CH:18][CH:19]=1.[N:1]1[CH:6]=[CH:5][CH:4]=[CH:3][C:2]=1[C:7]([O-:9])=[O:8].[N:1]1[CH:6]=[CH:5][CH:4]=[CH:3][C:2]=1[C:7]([O-:9])=[O:8]. Reactant: [N:1]1[CH:6]=[CH:5][CH:4]=[CH:3][C:2]=1[C:7]([OH:9])=[O:8].[Ir:10](Cl)(Cl)Cl.[C:14]1([C:20]2[S:21][C:22]3[CH:28]=[CH:27][CH:26]=[CH:25][C:23]=3[N:24]=2)[CH:19]=[CH:18][CH:17]=[CH:16][CH:15]=1. (3) Reactant: Br[CH:2]1[CH2:11][CH:10]([C:12]([CH3:15])([CH3:14])[CH3:13])[CH2:9][CH2:8][C:3]21[O:7][CH2:6][CH2:5][O:4]2.C[O-].[Na+].O. Product: [C:12]([CH:10]1[CH2:9][CH2:8][C:3]2([O:7][CH2:6][CH2:5][O:4]2)[CH:2]=[CH:11]1)([CH3:15])([CH3:13])[CH3:14]. The catalyst class is: 16. (4) Product: [C:1]([O:5][C:6]([N:8]1[CH2:9][CH2:10][N:11]([CH2:14][CH2:15][N:16]2[C:24]3[C:19](=[CH:20][C:21]([O:25][C:26]4[CH:31]=[CH:30][C:29]([F:32])=[CH:28][C:27]=4[CH2:33][NH2:34])=[CH:22][CH:23]=3)[CH:18]=[N:17]2)[CH2:12][CH2:13]1)=[O:7])([CH3:4])([CH3:2])[CH3:3]. Reactant: [C:1]([O:5][C:6]([N:8]1[CH2:13][CH2:12][N:11]([CH2:14][CH2:15][N:16]2[C:24]3[C:19](=[CH:20][C:21]([O:25][C:26]4[CH:31]=[CH:30][C:29]([F:32])=[CH:28][C:27]=4[C:33]#[N:34])=[CH:22][CH:23]=3)[CH:18]=[N:17]2)[CH2:10][CH2:9]1)=[O:7])([CH3:4])([CH3:3])[CH3:2].N1C=CC=CC=1C1C=CC=CN=1.[BH4-].[Na+]. The catalyst class is: 14. (5) Reactant: Cl.[NH2:2][OH:3].C([O-])([O-])=O.[K+].[K+].O=[C:11]1[CH2:16][CH2:15][C:14]([NH:20][C:21]([C:23]2[C:32]([NH:33][C:34]([NH:36][C:37]3[C:42]([CH3:43])=[CH:41][C:40]([CH3:44])=[CH:39][C:38]=3[CH3:45])=[O:35])=[CH:31][C:30]3[C:25](=[CH:26][CH:27]=[CH:28][CH:29]=3)[CH:24]=2)=[O:22])([C:17]([OH:19])=[O:18])[CH2:13][CH2:12]1. Product: [OH:3][N:2]=[C:11]1[CH2:12][CH2:13][C:14]([NH:20][C:21]([C:23]2[C:32]([NH:33][C:34]([NH:36][C:37]3[C:38]([CH3:45])=[CH:39][C:40]([CH3:44])=[CH:41][C:42]=3[CH3:43])=[O:35])=[CH:31][C:30]3[C:25](=[CH:26][CH:27]=[CH:28][CH:29]=3)[CH:24]=2)=[O:22])([C:17]([OH:19])=[O:18])[CH2:15][CH2:16]1. The catalyst class is: 72. (6) Reactant: [CH3:1][O:2][C:3]1[CH:43]=[CH:42][C:6]([CH2:7][N:8]([CH2:33][C:34]2[CH:39]=[CH:38][C:37]([O:40][CH3:41])=[CH:36][CH:35]=2)[C:9]2[N:14]=[C:13]([CH3:15])[N:12]=[C:11]([C:16]3[C:17]([NH:24][C:25]4[CH:26]=[N:27][C:28]([O:31][CH3:32])=[CH:29][CH:30]=4)=[N:18][CH:19]=[C:20]([CH:23]=3)[CH:21]=O)[N:10]=2)=[CH:5][CH:4]=1.C(O[BH-](OC(=O)C)OC(=O)C)(=O)C.[Na+].Cl.[NH:59]1[CH2:62][CH2:61][CH2:60]1.C(N(C(C)C)CC)(C)C. Product: [N:59]1([CH2:21][C:20]2[CH:23]=[C:16]([C:11]3[N:12]=[C:13]([CH3:15])[N:14]=[C:9]([N:8]([CH2:7][C:6]4[CH:42]=[CH:43][C:3]([O:2][CH3:1])=[CH:4][CH:5]=4)[CH2:33][C:34]4[CH:39]=[CH:38][C:37]([O:40][CH3:41])=[CH:36][CH:35]=4)[N:10]=3)[C:17]([NH:24][C:25]3[CH:26]=[N:27][C:28]([O:31][CH3:32])=[CH:29][CH:30]=3)=[N:18][CH:19]=2)[CH2:62][CH2:61][CH2:60]1. The catalyst class is: 100. (7) Reactant: Br[C:2]1[C:7]2[O:8][C:9]3[C:13]([Cl:22])(C4C(C=O)=CC=CC=4)[NH:12][NH:11][C:10]=3[C:6]=2[CH:5]=[CH:4][CH:3]=1.[B:23]1(B2OC(C)(C)C(C)(C)O2)[O:27]C(C)(C)C(C)(C)[O:24]1.C([O-])(=O)C.[K+]. Product: [Cl:22][C:13]1[C:9]2[O:8][C:7]3[C:2]([B:23]([OH:27])[OH:24])=[CH:3][CH:4]=[CH:5][C:6]=3[C:10]=2[NH:11][N:12]=1. The catalyst class is: 184. (8) Reactant: [NH2:1][C@@H:2]1[CH2:7][CH2:6][CH2:5][N:4]([C:8]2[CH:16]=[CH:15][C:11]([C:12]([NH2:14])=[O:13])=[C:10]([NH:17][C:18]3[CH:23]=[CH:22][C:21]([C:24]([N:26]4[CH2:31][CH2:30][O:29][CH2:28][CH2:27]4)=[O:25])=[CH:20][CH:19]=3)[N:9]=2)[CH2:3]1.[CH:32]1([C:35]2[S:39][C:38]([NH:40][C:41](=O)[O:42]C3C=CC=CC=3)=[N:37][N:36]=2)[CH2:34][CH2:33]1.CCN(CC)CC. Product: [CH:32]1([C:35]2[S:39][C:38]([NH:40][C:41](=[O:42])[NH:1][C@@H:2]3[CH2:7][CH2:6][CH2:5][N:4]([C:8]4[CH:16]=[CH:15][C:11]([C:12]([NH2:14])=[O:13])=[C:10]([NH:17][C:18]5[CH:19]=[CH:20][C:21]([C:24]([N:26]6[CH2:31][CH2:30][O:29][CH2:28][CH2:27]6)=[O:25])=[CH:22][CH:23]=5)[N:9]=4)[CH2:3]3)=[N:37][N:36]=2)[CH2:34][CH2:33]1. The catalyst class is: 2.